The task is: Predict the product of the given reaction.. This data is from Forward reaction prediction with 1.9M reactions from USPTO patents (1976-2016). Given the reactants CC(C)([O-])C.[K+].[NH2:7][C:8]1[CH:9]=[N:10][CH:11]=[CH:12][C:13]=1[CH3:14].[C:15](=O)([O:18]C)[O:16][CH3:17], predict the reaction product. The product is: [CH3:17][O:16][C:15](=[O:18])[NH:7][C:8]1[CH:9]=[N:10][CH:11]=[CH:12][C:13]=1[CH3:14].